This data is from Reaction yield outcomes from USPTO patents with 853,638 reactions. The task is: Predict the reaction yield, written as a fraction of the theoretical maximum amount of product (1.0 means a 100% yield; for example, 0.34 means a 34% yield). (1) The reactants are [CH3:1][N:2](/[CH:4]=C/C(C1C=NC=CN=1)=O)[CH3:3].N1C=CN=CC=1C(=O)C.[C:23]([N:30]([C:40]([O:42][C:43]([CH3:46])([CH3:45])[CH3:44])=[O:41])[C:31]1[S:32][C:33]([C:37](=[O:39])[CH3:38])=[C:34]([CH3:36])[N:35]=1)([O:25][C:26]([CH3:29])([CH3:28])[CH3:27])=[O:24]. No catalyst specified. The product is [C:40]([N:30]([C:23]([O:25][C:26]([CH3:29])([CH3:28])[CH3:27])=[O:24])[C:31]1[S:32][C:33]([C:37](=[O:39])/[CH:38]=[CH:1]/[N:2]([CH3:4])[CH3:3])=[C:34]([CH3:36])[N:35]=1)([O:42][C:43]([CH3:46])([CH3:45])[CH3:44])=[O:41]. The yield is 0.160. (2) The reactants are Cl[C:2]1[C:7]([C:8]#[N:9])=[CH:6][N:5]=[CH:4][CH:3]=1.[CH3:10][O-:11].[Na+].CO. The catalyst is CO. The product is [CH3:10][O:11][C:2]1[C:7]([C:8]#[N:9])=[CH:6][N:5]=[CH:4][CH:3]=1. The yield is 0.860. (3) The reactants are [CH2:1]([O:3][C:4]1[CH:9]=[CH:8][CH:7]=[CH:6][C:5]=1[OH:10])[CH3:2].[C:11]1(=O)[O:16][C:14](=[O:15])[C:13]2=[CH:17][CH:18]=[CH:19][CH:20]=[C:12]12. The catalyst is [Cl-].[Zn+2].[Cl-]. The product is [OH:10][C:5]1[CH:6]=[CH:7][C:8]([C:11]2([C:8]3[CH:7]=[CH:6][C:5]([OH:10])=[C:4]([O:3][CH2:1][CH3:2])[CH:9]=3)[C:12]3[C:13](=[CH:17][CH:18]=[CH:19][CH:20]=3)[C:14](=[O:15])[O:16]2)=[CH:9][C:4]=1[O:3][CH2:1][CH3:2]. The yield is 0.850. (4) The reactants are [C:1]([O:5][C:6]([NH:8][C@H:9]1[C@@H:14]([N:15]2[CH:19]=[CH:18][N:17]=[N:16]2)[C@@H:13]([CH3:20])[CH2:12][N:11]([C:21]2[CH:26]=[CH:25][N:24]=[CH:23][C:22]=2[N:27](C(OC(C)(C)C)=O)C(OC(C)(C)C)=O)[CH2:10]1)=[O:7])([CH3:4])([CH3:3])[CH3:2].Cl.O1CCOCC1.CCN(C(C)C)C(C)C.C(OC(ON1C(=O)CCC1=O)=O)(C)(C)C. No catalyst specified. The product is [NH2:27][C:22]1[CH:23]=[N:24][CH:25]=[CH:26][C:21]=1[N:11]1[CH2:12][C@H:13]([CH3:20])[C@H:14]([N:15]2[CH:19]=[CH:18][N:17]=[N:16]2)[C@H:9]([NH:8][C:6](=[O:7])[O:5][C:1]([CH3:4])([CH3:3])[CH3:2])[CH2:10]1. The yield is 0.720. (5) The product is [F:1][C:2]1[CH:3]=[C:4]2[C:9](=[CH:10][CH:11]=1)[CH2:8][C:7](=[N:14][OH:15])[CH2:6][CH2:5]2. The yield is 0.970. The catalyst is C(O)C.O. The reactants are [F:1][C:2]1[CH:3]=[C:4]2[C:9](=[CH:10][CH:11]=1)[CH2:8][C:7](=O)[CH2:6][CH2:5]2.Cl.[NH2:14][OH:15].C([O-])(=O)C.[Na+].